This data is from Human intestinal absorption (HIA) binary classification data from Hou et al.. The task is: Regression/Classification. Given a drug SMILES string, predict its absorption, distribution, metabolism, or excretion properties. Task type varies by dataset: regression for continuous measurements (e.g., permeability, clearance, half-life) or binary classification for categorical outcomes (e.g., BBB penetration, CYP inhibition). Dataset: hia_hou. (1) The compound is Nc1ccc(/N=N/c2ccccc2)c(N)n1. The result is 1 (good absorption). (2) The result is 1 (good absorption). The compound is CCN(CC)C(=O)N[C@H]1C=C2c3cccc4[nH]cc(c34)C[C@@H]2N(C)C1. (3) The compound is CCN(CC)CCNC(=O)c1cc(Cl)c(N)cc1OC. The result is 1 (good absorption). (4) The molecule is CC[C@@H]1C[C@H](OC(=O)C(O)(c2ccccc2)c2ccccc2)C[C@H](C)[N+]12CCCC2. The result is 0 (poor absorption). (5) The molecule is O=C(O)c1cc(N=Nc2ccc(S(=O)(=O)Nc3ccccn3)cc2)ccc1O. The result is 1 (good absorption). (6) The compound is COc1nc(C)nc(Cl)c1NC1=NCCN1. The result is 1 (good absorption). (7) The molecule is CC[C@@H]1OC(=O)[C@H](C)[C@@H](O[C@H]2C[C@@](C)(OC)[C@H](O)[C@H](C)O2)[C@H](C)[C@@H](O[C@@H]2O[C@@H](C)C[C@@H](N(C)C)[C@@H]2O)[C@](C)(O)C[C@@H](C)C(=O)[C@@H](C)[C@H](O)[C@]1(C)O. The result is 1 (good absorption). (8) The drug is CCc1oc2ccccc2c1C(=O)c1cc(Br)c(O)c(Br)c1. The result is 1 (good absorption).